From a dataset of Forward reaction prediction with 1.9M reactions from USPTO patents (1976-2016). Predict the product of the given reaction. (1) The product is: [NH2:3][N:4]([CH:8]=[N:9][S:10]([C:13]1[CH:14]=[CH:15][C:16]([CH3:19])=[CH:17][CH:18]=1)(=[O:11])=[O:12])[CH2:5][C:6]1[CH:2]=[CH:1][C:28]([O:27][CH3:26])=[CH:29][CH:30]=1. Given the reactants [CH3:1][C:2]1[CH:6]=[C:5](C)[N:4]([C:8](=N)[NH:9][S:10]([C:13]2[CH:18]=[CH:17][C:16]([CH3:19])=[CH:15][CH:14]=2)(=[O:12])=[O:11])[N:3]=1.CS(O)(=O)=O.[CH3:26][O:27][C:28]1C=CC(CN)=[CH:30][CH:29]=1, predict the reaction product. (2) Given the reactants [NH2:1][C:2]1[C:3]2[C:10]([C:11]3[CH:16]=[CH:15][C:14]([O:17][C:18]4[CH:23]=[CH:22][CH:21]=[CH:20][CH:19]=4)=[CH:13][CH:12]=3)=[CH:9][N:8]([CH:24]3[CH2:28][CH2:27][CH:26]([OH:29])[CH2:25]3)[C:4]=2[N:5]=[CH:6][N:7]=1, predict the reaction product. The product is: [NH2:1][C:2]1[C:3]2[C:10]([C:11]3[CH:12]=[CH:13][C:14]([O:17][C:18]4[CH:23]=[CH:22][CH:21]=[CH:20][CH:19]=4)=[CH:15][CH:16]=3)=[CH:9][N:8]([CH:24]3[CH2:28][CH2:27][C:26](=[O:29])[CH2:25]3)[C:4]=2[N:5]=[CH:6][N:7]=1. (3) Given the reactants Cl.N[C@H]([C:5]1[C:6]([Cl:14])=[C:7]([CH:11]=[CH:12][CH:13]=1)[C:8]([OH:10])=[O:9])C.C1COCC1.[CH3:20][CH2:21][N:22](C(C)C)C(C)C.[C:37](O[C:37]([O:39][C:40]([CH3:43])([CH3:42])[CH3:41])=[O:38])([O:39][C:40]([CH3:43])([CH3:42])[CH3:41])=[O:38], predict the reaction product. The product is: [C:40]([O:39][C:37]([NH:22][C@H:21]([C:13]1[CH:12]=[CH:11][C:7]([C:8]([OH:10])=[O:9])=[C:6]([Cl:14])[CH:5]=1)[CH3:20])=[O:38])([CH3:41])([CH3:42])[CH3:43]. (4) Given the reactants [Br:1][C:2]1[CH:7]=[CH:6][C:5]([C:8](=[O:12])[CH:9]([F:11])[F:10])=[CH:4][CH:3]=1.CC(C)=O.O, predict the reaction product. The product is: [Br:1][C:2]1[CH:3]=[CH:4][C:5]([CH:8]([OH:12])[CH:9]([F:11])[F:10])=[CH:6][CH:7]=1. (5) Given the reactants [NH2:1][C:2]1[C:3]([C:11]#[N:12])=[N:4][CH:5]=[C:6]([CH:8]([CH3:10])[CH3:9])[N:7]=1.CO[CH:15](OC)[N:16]([CH3:18])[CH3:17], predict the reaction product. The product is: [C:11]([C:3]1[C:2]([N:1]=[CH:15][N:16]([CH3:18])[CH3:17])=[N:7][C:6]([CH:8]([CH3:10])[CH3:9])=[CH:5][N:4]=1)#[N:12]. (6) Given the reactants S(Cl)([Cl:3])=O.O[CH2:6][CH2:7][N:8]1[CH2:13][CH2:12][N:11]([C:14]2[CH:19]=[CH:18][CH:17]=[CH:16][C:15]=2[F:20])[CH2:10][CH2:9]1.N1C=CC=CC=1, predict the reaction product. The product is: [Cl:3][CH2:6][CH2:7][N:8]1[CH2:13][CH2:12][N:11]([C:14]2[CH:19]=[CH:18][CH:17]=[CH:16][C:15]=2[F:20])[CH2:10][CH2:9]1. (7) Given the reactants [F:1][C:2]1[CH:7]=[C:6]([F:8])[CH:5]=[CH:4][C:3]=1[C:9]1[CH:19]=[C:13]([C:14]([O:16][CH2:17][CH3:18])=[O:15])[C:12]([OH:20])=[CH:11][CH:10]=1.Cl[C:22]1[C:31]2[C:26](=[CH:27][C:28]([O:34][CH3:35])=[C:29]([O:32][CH3:33])[CH:30]=2)[N:25]=[CH:24][CH:23]=1, predict the reaction product. The product is: [CH3:33][O:32][C:29]1[CH:30]=[C:31]2[C:26](=[CH:27][C:28]=1[O:34][CH3:35])[N:25]=[CH:24][CH:23]=[C:22]2[O:20][C:12]1[CH:11]=[CH:10][C:9]([C:3]2[CH:4]=[CH:5][C:6]([F:8])=[CH:7][C:2]=2[F:1])=[CH:19][C:13]=1[C:14]([O:16][CH2:17][CH3:18])=[O:15].